Predict the reaction yield, written as a fraction of the theoretical maximum amount of product (1.0 means a 100% yield; for example, 0.34 means a 34% yield). From a dataset of Reaction yield outcomes from USPTO patents with 853,638 reactions. (1) The product is [Cl:1][C:2]1[CH:3]=[CH:4][C:5]([CH2:6][N:7]2[CH:12]=[CH:11][C:10]([CH2:32][N:20]3[CH2:21][CH2:22][N:17]([C:23]([O:25][C:26]([CH3:29])([CH3:28])[CH3:27])=[O:24])[CH2:18][CH2:19]3)=[C:9]([OH:13])[C:8]2=[O:14])=[CH:15][CH:16]=1. The reactants are [Cl:1][C:2]1[CH:16]=[CH:15][C:5]([CH2:6][N:7]2[CH:12]=[CH:11][CH:10]=[C:9]([OH:13])[C:8]2=[O:14])=[CH:4][CH:3]=1.[N:17]1([C:23]([O:25][C:26]([CH3:29])([CH3:28])[CH3:27])=[O:24])[CH2:22][CH2:21][NH:20][CH2:19][CH2:18]1.C=O.[C:32](O)(=O)C. The catalyst is C(O)C. The yield is 0.839. (2) The product is [C:38]([C:42]1[CH:43]=[C:44]([C:52]2[N:56]([C:57]3[CH:62]=[CH:61][C:60]([C:63]([N:64]4[CH2:66][CH2:25][N:24]([CH3:26])[CH2:23][CH2:65]4)=[O:67])=[CH:59][CH:58]=3)[N:55]=[C:54]([C:68]3[CH:69]=[CH:70][C:71]([C:72]([O:74][CH3:75])=[O:73])=[CH:76][CH:77]=3)[CH:53]=2)[CH:45]=[C:46]([S:48][CH:49]([CH3:51])[CH3:50])[CH:47]=1)([CH3:40])([CH3:41])[CH3:39]. The reactants are C(C1C=C(C2N(C3C=CC([C:23](=O)[N:24]([CH3:26])[CH3:25])=CC=3)N=C(C3C=CC(C(OC)=O)=CC=3)C=2)C=C(I)C=1)(C)(C)C.[C:38]([C:42]1[CH:43]=[C:44]([C:52]2[N:56]([C:57]3[CH:62]=[CH:61][C:60]([C:63](=[O:67])[N:64]([CH3:66])[CH3:65])=[CH:59][CH:58]=3)[N:55]=[C:54]([C:68]3[CH:77]=[CH:76][C:71]([C:72]([O:74][CH3:75])=[O:73])=[CH:70][CH:69]=3)[CH:53]=2)[CH:45]=[C:46]([S:48][CH:49]([CH3:51])[CH3:50])[CH:47]=1)([CH3:41])([CH3:40])[CH3:39]. The yield is 0.390. The catalyst is CN(C=O)C.[Zn]. (3) The reactants are [NH2:1][C:2]1[CH:10]=[CH:9][C:8]([N:11]2[CH2:16][CH2:15][CH2:14][CH2:13][CH2:12]2)=[CH:7][C:3]=1[C:4]([NH2:6])=[O:5].[C:17](Cl)(Cl)=[O:18]. The catalyst is O1CCOCC1. The product is [N:11]1([C:8]2[CH:7]=[C:3]3[C:2](=[CH:10][CH:9]=2)[NH:1][C:17](=[O:18])[NH:6][C:4]3=[O:5])[CH2:16][CH2:15][CH2:14][CH2:13][CH2:12]1. The yield is 0.910. (4) The reactants are [CH3:1][O:2][C:3]1[CH:4]=[C:5]([NH:10][C:11](=[O:15])[CH:12]([CH3:14])[CH3:13])[CH:6]=[CH:7][C:8]=1[CH3:9].[Br-:16].[Br-].[Br-].C([N+](CCCC)(CCCC)CCCC)CCC.C([N+](CCCC)(CCCC)CCCC)CCC.C([N+](CCCC)(CCCC)CCCC)CCC. The catalyst is ClCCl. The product is [Br:16][C:6]1[CH:7]=[C:8]([CH3:9])[C:3]([O:2][CH3:1])=[CH:4][C:5]=1[NH:10][C:11](=[O:15])[CH:12]([CH3:13])[CH3:14]. The yield is 0.990. (5) The reactants are [CH:1]1([O:5][C:6]2[C:15](B3OC(C)(C)C(C)(C)O3)=[CH:14][CH:13]=[C:12]3[C:7]=2[CH2:8][CH2:9][C@H:10]([CH3:29])[N:11]3[C:25]([O:27][CH3:28])=[O:26])[CH2:4][CH2:3][CH2:2]1.Br[C:31]1[N:32]=[C:33]([C:36]2([OH:49])[CH2:41][CH2:40][N:39]([C:42]([O:44][C:45]([CH3:48])([CH3:47])[CH3:46])=[O:43])[CH2:38][CH2:37]2)[S:34][CH:35]=1.C(=O)([O-])[O-].[Cs+].[Cs+]. The catalyst is CC(C1C=C(C(C)C)C(C2C=CC=C(P(C3CCCCC3)C3CCCCC3)C=2)=C(C(C)C)C=1)C.C1C=[C-]C(C2C(N)=CC=CC=2)=CC=1.Cl[Pd+].O1CCOCC1.O. The product is [C:45]([O:44][C:42]([N:39]1[CH2:38][CH2:37][C:36]([C:33]2[S:34][CH:35]=[C:31]([C:15]3[C:6]([O:5][CH:1]4[CH2:2][CH2:3][CH2:4]4)=[C:7]4[C:12](=[CH:13][CH:14]=3)[N:11]([C:25]([O:27][CH3:28])=[O:26])[C@@H:10]([CH3:29])[CH2:9][CH2:8]4)[N:32]=2)([OH:49])[CH2:41][CH2:40]1)=[O:43])([CH3:48])([CH3:46])[CH3:47]. The yield is 0.930.